From a dataset of Experimentally validated miRNA-target interactions with 360,000+ pairs, plus equal number of negative samples. Binary Classification. Given a miRNA mature sequence and a target amino acid sequence, predict their likelihood of interaction. (1) The miRNA is hsa-miR-3617-3p with sequence CAUCAGCACCCUAUGUCCUUUCU. The protein sequence of the target gene is MSAGEVERLVSELSGGTGGDEEEEWLYGGPWDVHVHSDLAKDLDENEVERPEEENASANPPSGIEDETAENGVPKPKVTETEDDSDSDSDDDEDDVHVTIGDIKTGAPQYGSYGTAPVNLNIKTGGRVYGTTGTKVKGVDLDAPGSINGVPLLEVDLDSFEDKPWRKPGADLSDYFNYGFNEDTWKAYCEKQKRIRMGLEVIPVTSTTNKITAEDCTMEVTPGAEIQDGRFNLFKVQQGRTGNSEKETALPSTKAEFTSPPSLFKTGLPPSRNSTSSQSQTSTASRKANSSVGKWQDRYG.... Result: 0 (no interaction). (2) The miRNA is hsa-miR-6836-5p with sequence CGCAGGGCCCUGGCGCAGGCAU. The protein sequence of the target gene is MKPPAACAGDVVDAASPASTVNHLRWDLSAQQIRALTTQLIEQTKCVYDRVGAQNFEDVSYESTLKALADVEVTYTVQRNILDFPQHVSPCKDIRAASTEADKKLSEFDVEMSMRQDVYQRVVWLQEKTPKNSLKPEAARYLERLIKLGRRNGLHLPQDTQEKIKNIKKRLSLLCIDFNKNLNEDTTFLPFTREELGGLPEDFLSSLEKAEDGKLKVTLKYPHYFPLLKKCHVPETRRLLEEAFNCRCKEENCAILKELVSLRAQKSSLLGFHTHADYVLEMNMAKTSQTVATFLDELAQ.... Result: 0 (no interaction). (3) The miRNA is hsa-miR-4485-3p with sequence UAACGGCCGCGGUACCCUAA. The protein sequence of the target gene is MANNFTTPLATSHGNNCDLYAHHSTARVLMPLHYSLVFIIGLVGNLLALVVIVQNRKKINSTTLYSMNLVISDILFTTALPTRIAYYALGFDWRIGDALCRVTALVFYINTYAGVNFMTCLSIDRFFAVVHPLRYNKIKRIEYAKGVCLSVWILVFAQTLPLLLTPMSKEEGDKTTCMEYPNFEGTASLPWILLGACLLGYVLPITVILLCYSQICCKLFRTAKQNPLTEKSGVNKKALNTIILIIVVFILCFTPYHVAIIQHMIKMLCSPGALECGARHSFQISLHFTVCLMNFNCCMD.... Result: 0 (no interaction). (4) The miRNA is hsa-miR-4748 with sequence GAGGUUUGGGGAGGAUUUGCU. The protein sequence of the target gene is MAALVALHGVVRRPLLRGLLQEVRCLERSYASKPTLNEVVIVSAIRTPIGSFLGSLASQPATKLGTAAIQGAIEKAGIPKEEVKEVYMGNVIQGGEGQAPTRQATLGAGLPISTPCTTVNKVCASGMKAIMMASQSLMCGHQDVMVAGGMESMSNVPYVMSRGATPYGGVKLEDLIVKDGLTDVYNKIHMGNCAENTAKKMNISRQEQDTYALSSYTRSKEAWDAGKFASEITPITISVKGKPDVVVKEDEEYKRVDFSKVPKLKTVFQKENGTITAANASTLNDGAAALVLMTAEAAQR.... Result: 0 (no interaction). (5) The miRNA is hsa-miR-6716-5p with sequence UGGGAAUGGGGGUAAGGGCC. The protein sequence of the target gene is MLQSLAGSSCVRLVERHRSAWCFGFLVLGYLLYLVFGAVVFSSVELPYEDLLRQELRKLKRRFLEEHECLSEQQLEQFLGRVLEASNYGVSVLSNASGNWNWDFTSALFFASTVLSTTGYGHTVPLSDGGKAFCIIYSVIGIPFTLLFLTAVVQRITVHVTRRPVLYFHIRWGFSKQVVAIVHAVLLGFVTVSCFFFIPAAVFSVLEDDWNFLESFYFCFISLSTIGLGDYVPGEGYNQKFRELYKIGITCYLLLGLIAMLVVLETFCELHELKKFRKMFYVKKDKDEDQVHIIEHDQLS.... Result: 1 (interaction). (6) The miRNA is hsa-miR-216a-3p with sequence UCACAGUGGUCUCUGGGAUUAU. The protein sequence of the target gene is MVSSFAGIREIEKLRHKEVNKSQQGTGPGLEPRGSNSRTSATSSGTKRQLHRVLRGQWLSSSAPVSSAEPKASHLCIQGLSSSPIHHQGPVILPVDARLSLDVSVPEQRCSSYYLGRLWPQKYLVSSHSVKWN. Result: 1 (interaction). (7) The miRNA is hsa-miR-4709-5p with sequence ACAACAGUGACUUGCUCUCCAA. The protein sequence of the target gene is MDTAYPREDTRAPTPSKAGAHTALTLGAPHPPPRDHLIWSVFSTLYLNLCCLGFLALAYSIKARDQKVVGDLEAARRFGSKAKCYNILAAMWTLVPPLLLLGLVVTGALHLARLAKDSAAFFSTKFDDADYD. Result: 0 (no interaction).